This data is from Ames mutagenicity test results for genotoxicity prediction. The task is: Regression/Classification. Given a drug SMILES string, predict its toxicity properties. Task type varies by dataset: regression for continuous values (e.g., LD50, hERG inhibition percentage) or binary classification for toxic/non-toxic outcomes (e.g., AMES mutagenicity, cardiotoxicity, hepatotoxicity). Dataset: ames. (1) The compound is CCCN(CCC)c1c([N+](=O)[O-])cc(C(F)(F)F)cc1[N+](=O)[O-]. The result is 1 (mutagenic). (2) The molecule is CC(=O)c1ccc(Cl)c(Cl)c1Cl. The result is 1 (mutagenic). (3) The compound is c1ccc2[nH]ccc2c1. The result is 0 (non-mutagenic). (4) The drug is O=C(O)c1ccccc1C(=O)O. The result is 0 (non-mutagenic). (5) The compound is O=C(O)Cc1ccccc1[N+](=O)[O-]. The result is 1 (mutagenic). (6) The molecule is COc1ccc(N=O)cc1. The result is 1 (mutagenic).